This data is from Reaction yield outcomes from USPTO patents with 853,638 reactions. The task is: Predict the reaction yield, written as a fraction of the theoretical maximum amount of product (1.0 means a 100% yield; for example, 0.34 means a 34% yield). The reactants are C([O-])([O-])=O.[Cs+].[Cs+].[CH3:7][S:8]([N:11]1[CH2:16][CH2:15][C:14]2[NH:17][N:18]=[C:19]([C:20]3[CH:25]=[CH:24][C:23]([C:26]([F:29])([F:28])[F:27])=[CH:22][CH:21]=3)[C:13]=2[CH2:12]1)(=[O:10])=[O:9].Br[CH2:31][CH2:32][CH2:33][OH:34].CO. The catalyst is CN(C=O)C.O. The product is [CH3:7][S:8]([N:11]1[CH2:16][CH2:15][C:14]2[N:17]([CH2:31][CH2:32][CH2:33][OH:34])[N:18]=[C:19]([C:20]3[CH:21]=[CH:22][C:23]([C:26]([F:29])([F:27])[F:28])=[CH:24][CH:25]=3)[C:13]=2[CH2:12]1)(=[O:9])=[O:10]. The yield is 0.546.